Dataset: Forward reaction prediction with 1.9M reactions from USPTO patents (1976-2016). Task: Predict the product of the given reaction. (1) Given the reactants Br[C:2]1[CH:8]=[C:7]([F:9])[C:5]([NH2:6])=[C:4]([Cl:10])[CH:3]=1.[CH2:11]([O:13][C:14]1[CH:15]=[C:16](B(O)O)[CH:17]=[CH:18][CH:19]=1)[CH3:12], predict the reaction product. The product is: [Cl:10][C:4]1[CH:3]=[C:2]([C:18]2[CH:17]=[CH:16][CH:15]=[C:14]([O:13][CH2:11][CH3:12])[CH:19]=2)[CH:8]=[C:7]([F:9])[C:5]=1[NH2:6]. (2) Given the reactants [CH3:1][O:2][C:3]1[CH:8]=[CH:7][CH:6]=[CH:5][C:4]=1[C:9]1[CH:10]=[C:11]2[C:16](=[CH:17][CH:18]=1)[NH:15][C:14]([CH3:20])([CH3:19])[CH:13]=[C:12]2[CH2:21]SC1C=CC(OC)=CC=1.BrCC1[C:42]2[C:37](=[CH:38][CH:39]=[C:40](C3C=CC=CC=3OC)[CH:41]=2)[NH:36]C(C)(C)C=1.C(=O)([O-])[O-].[K+].[K+], predict the reaction product. The product is: [CH3:1][O:2][C:3]1[CH:8]=[CH:7][CH:6]=[CH:5][C:4]=1[C:9]1[CH:10]=[C:11]2[C:16](=[CH:17][CH:18]=1)[NH:15][C:14]([CH3:20])([CH3:19])[CH:13]=[C:12]2[CH2:21][NH:36][C:37]1[CH:42]=[CH:41][CH:40]=[CH:39][CH:38]=1. (3) The product is: [CH3:1][C:2]1[N:7]=[C:6]2[NH:8][CH:9]=[C:10]([CH:11]=[O:13])[C:5]2=[CH:4][CH:3]=1. Given the reactants [CH3:1][C:2]1[N:7]=[C:6]2[NH:8][CH:9]=[CH:10][C:5]2=[CH:4][CH:3]=1.[C:11](O)(=[O:13])C.C1N2CN3CN(C2)CN1C3, predict the reaction product. (4) Given the reactants [CH3:1][O:2][C:3]([C:5]1[CH:9]=[CH:8][O:7][C:6]=1[C:10]1[CH:15]=[CH:14][CH:13]=[C:12]([N+:16]([O-])=O)[CH:11]=1)=[O:4].[H][H], predict the reaction product. The product is: [CH3:1][O:2][C:3]([C:5]1[CH:9]=[CH:8][O:7][C:6]=1[C:10]1[CH:15]=[CH:14][CH:13]=[C:12]([NH2:16])[CH:11]=1)=[O:4]. (5) The product is: [N:21]1[CH:26]=[C:25]([NH:27][C:28]([N:10]2[CH2:11][CH2:12][C:13]3[C:18](=[CH:17][CH:16]=[CH:15][CH:14]=3)[C@H:9]2[C:6]2[CH:5]=[CH:4][C:3]([C:2]([F:1])([F:19])[F:20])=[CH:8][CH:7]=2)=[O:29])[CH:24]=[N:23][CH:22]=1. Given the reactants [F:1][C:2]([F:20])([F:19])[C:3]1[CH:8]=[CH:7][C:6]([C@@H:9]2[C:18]3[C:13](=[CH:14][CH:15]=[CH:16][CH:17]=3)[CH2:12][CH2:11][NH:10]2)=[CH:5][CH:4]=1.[N:21]1[CH:26]=[C:25]([NH:27][C:28](=O)[O:29]C2C=CC([N+]([O-])=O)=CC=2)[CH:24]=[N:23][CH:22]=1, predict the reaction product. (6) Given the reactants C([O-])(=O)C.[Na+].[CH3:6][O:7][CH2:8][O:9][CH2:10][CH2:11][CH:12]1[CH2:14][O:13]1.[Cl:15][C:16]1[NH:17][CH:18]=[C:19]([N+:21]([O-:23])=[O:22])[N:20]=1, predict the reaction product. The product is: [Cl:15][C:16]1[N:17]([CH2:14][CH:12]([OH:13])[CH2:11][CH2:10][O:9][CH2:8][O:7][CH3:6])[CH:18]=[C:19]([N+:21]([O-:23])=[O:22])[N:20]=1. (7) The product is: [C:13](=[O:31])([O:19][C:20]1[C:24]2[CH:25]=[C:26]([CH:34]=[O:35])[C:27]([F:30])=[C:28]([F:29])[C:23]=2[O:22][N:21]=1)[O:14][C:15]([CH3:18])([CH3:17])[CH3:16]. Given the reactants C(NC(C)C)(C)C.C([Li])CCC.[C:13](=[O:31])([O:19][C:20]1[C:24]2[CH:25]=[CH:26][C:27]([F:30])=[C:28]([F:29])[C:23]=2[O:22][N:21]=1)[O:14][C:15]([CH3:18])([CH3:17])[CH3:16].CN(C)[CH:34]=[O:35], predict the reaction product. (8) Given the reactants CC1(C)CCCC(C)(C)N1.C([Li])CCC.[CH3:16][O:17][C:18]1[N:19]=[N+:20]([O-:24])[CH:21]=[CH:22][CH:23]=1.[Br:25][C:26]1[CH:31]=[CH:30][C:29]([C@H:32]([C:40]2[CH:45]=[CH:44][CH:43]=[CH:42][C:41]=2[CH3:46])[CH2:33][C:34](N(OC)C)=[O:35])=[CH:28][CH:27]=1.[Cl-].[NH4+], predict the reaction product. The product is: [Br:25][C:26]1[CH:27]=[CH:28][C:29]([C@H:32]([C:40]2[CH:45]=[CH:44][CH:43]=[CH:42][C:41]=2[CH3:46])[CH2:33][C:34]([C:21]2[N+:20]([O-:24])=[N:19][C:18]([O:17][CH3:16])=[CH:23][CH:22]=2)=[O:35])=[CH:30][CH:31]=1. (9) The product is: [Cl:1][C:2]1[CH:3]=[C:4]2[C:10]([C:11]3[N:16]=[C:15]([NH:17][C@H:18]4[CH2:22][CH2:21][N:20]([S:23]([CH:26]5[CH2:30][CH2:29][CH2:28][CH2:32]5)(=[O:24])=[O:25])[CH2:19]4)[C:14]([F:27])=[CH:13][N:12]=3)=[CH:9][NH:8][C:5]2=[N:6][CH:7]=1. Given the reactants [Cl:1][C:2]1[CH:3]=[C:4]2[C:10]([C:11]3[N:16]=[C:15]([NH:17][C@H:18]4[CH2:22][CH2:21][N:20]([S:23]([CH3:26])(=[O:25])=[O:24])[CH2:19]4)[C:14]([F:27])=[CH:13][N:12]=3)=[CH:9][NH:8][C:5]2=[N:6][CH:7]=1.[CH:28]1(S(Cl)(=O)=O)[CH2:32]C[CH2:30][CH2:29]1, predict the reaction product.